This data is from Reaction yield outcomes from USPTO patents with 853,638 reactions. The task is: Predict the reaction yield, written as a fraction of the theoretical maximum amount of product (1.0 means a 100% yield; for example, 0.34 means a 34% yield). (1) The reactants are [N+:1]([C:4]1[CH:9]=[CH:8][C:7]([C:10]2[N:15]=[C:14]3[N:16]([CH2:19][C:20]([F:23])([F:22])[F:21])[N:17]=[CH:18][C:13]3=[C:12]([N:24]3[CH:29]4[CH2:30][CH2:31][CH:25]3[CH2:26][O:27][CH2:28]4)[N:11]=2)=[CH:6][CH:5]=1)([O-])=O. The catalyst is O1CCCC1.C(OCC)(=O)C. The product is [CH:25]12[N:24]([C:12]3[N:11]=[C:10]([C:7]4[CH:8]=[CH:9][C:4]([NH2:1])=[CH:5][CH:6]=4)[N:15]=[C:14]4[N:16]([CH2:19][C:20]([F:21])([F:23])[F:22])[N:17]=[CH:18][C:13]=34)[CH:29]([CH2:30][CH2:31]1)[CH2:28][O:27][CH2:26]2. The yield is 0.890. (2) The reactants are [Si:1]([O:18][CH:19]1[CH2:24][CH:23]2[CH:21]([CH:22]2[C:25](=[O:32])[CH:26]=[C:27]([S:30][CH3:31])SC)[CH2:20]1)([C:14]([CH3:17])([CH3:16])[CH3:15])([C:8]1[CH:13]=[CH:12][CH:11]=[CH:10][CH:9]=1)[C:2]1[CH:7]=[CH:6][CH:5]=[CH:4][CH:3]=1.CC1(C)C(C)(C)OB([C:41]2[CH:42]=[C:43]([O:48][C:49]([F:52])([F:51])[F:50])[C:44]([NH2:47])=[N:45][CH:46]=2)O1.C(=O)([O-])[O-].[Cs+].[Cs+]. The catalyst is S1C=CC=C1C(O[Cu])=O.C1C=CC(P(C2C=CC=CC=2)C2C=CC=CC=2)=CC=1.C1C=CC(P(C2C=CC=CC=2)C2C=CC=CC=2)=CC=1.C1C=CC(P(C2C=CC=CC=2)C2C=CC=CC=2)=CC=1.C1C=CC(P(C2C=CC=CC=2)C2C=CC=CC=2)=CC=1.[Pd].O1CCCC1.O. The product is [NH2:47][C:44]1[N:45]=[CH:46][C:41](/[C:27](/[S:30][CH3:31])=[CH:26]\[C:25]([CH:22]2[CH:23]3[CH:21]2[CH2:20][CH:19]([O:18][Si:1]([C:14]([CH3:17])([CH3:15])[CH3:16])([C:8]2[CH:13]=[CH:12][CH:11]=[CH:10][CH:9]=2)[C:2]2[CH:7]=[CH:6][CH:5]=[CH:4][CH:3]=2)[CH2:24]3)=[O:32])=[CH:42][C:43]=1[O:48][C:49]([F:52])([F:50])[F:51]. The yield is 0.260. (3) The reactants are [F:1][C:2]1[CH:7]=[C:6]([F:8])[CH:5]=[CH:4][C:3]=1[C:9]1[CH:10]=[C:11]([C:20](OC)=O)[C:12](=[O:19])[N:13]([CH2:15][CH:16]([CH3:18])[CH3:17])[N:14]=1.FC1C=C(F)C=CC=1C1C=[C:34](COS(C)(=O)=O)[C:35](=O)[N:36]([CH2:38][CH:39](C)C)N=1.C(NCC)C. No catalyst specified. The product is [CH2:35]([N:36]([CH2:20][C:11]1[C:12](=[O:19])[N:13]([CH2:15][CH:16]([CH3:18])[CH3:17])[N:14]=[C:9]([C:3]2[CH:4]=[CH:5][C:6]([F:8])=[CH:7][C:2]=2[F:1])[CH:10]=1)[CH2:38][CH3:39])[CH3:34]. The yield is 1.00. (4) The reactants are I[C:2]1[S:6][C:5]([O:7][C:8]2[CH:13]=[CH:12][C:11]([O:14][C:15]3[CH:20]=[CH:19][CH:18]=[CH:17][CH:16]=3)=[CH:10][CH:9]=2)=[N:4][CH:3]=1.[C:21]([O:25][C:26](=[O:37])[N:27]([CH:33]([CH3:36])[C:34]#[CH:35])[C:28]1[S:29][CH:30]=[CH:31][N:32]=1)([CH3:24])([CH3:23])[CH3:22].C(N(CC)CC)C.O. The catalyst is CN(C=O)C.[Cu](I)I.[Pd].C1(P(C2C=CC=CC=2)C2C=CC=CC=2)C=CC=CC=1.C1(P(C2C=CC=CC=2)C2C=CC=CC=2)C=CC=CC=1.C1(P(C2C=CC=CC=2)C2C=CC=CC=2)C=CC=CC=1.C1(P(C2C=CC=CC=2)C2C=CC=CC=2)C=CC=CC=1. The product is [C:21]([O:25][C:26](=[O:37])[N:27]([CH:33]([CH3:36])[C:34]#[C:35][C:2]1[S:6][C:5]([O:7][C:8]2[CH:13]=[CH:12][C:11]([O:14][C:15]3[CH:20]=[CH:19][CH:18]=[CH:17][CH:16]=3)=[CH:10][CH:9]=2)=[N:4][CH:3]=1)[C:28]1[S:29][CH:30]=[CH:31][N:32]=1)([CH3:24])([CH3:23])[CH3:22]. The yield is 0.230. (5) The reactants are Br[C:2]1[CH:7]=[CH:6][CH:5]=[C:4]([CH3:8])[N:3]=1.[CH:9]1([C:15]#[CH:16])[CH2:14][CH2:13][CH2:12][CH2:11][CH2:10]1.CCCCCC. The catalyst is COCCOC.C(OCC)(=O)C.Cl[Pd](Cl)([P](C1C=CC=CC=1)(C1C=CC=CC=1)C1C=CC=CC=1)[P](C1C=CC=CC=1)(C1C=CC=CC=1)C1C=CC=CC=1. The product is [CH:9]1([C:15]#[C:16][C:2]2[CH:7]=[CH:6][CH:5]=[C:4]([CH3:8])[N:3]=2)[CH2:14][CH2:13][CH2:12][CH2:11][CH2:10]1. The yield is 0.770. (6) The reactants are [NH:1]1[CH2:7][CH2:6][CH2:5][CH2:4][CH2:3][CH2:2]1.Br[CH2:9][CH2:10][O:11][CH3:12].C(=O)([O-])[O-].[K+].[K+]. The catalyst is CO. The product is [CH3:12][O:11][CH:10]([N:1]1[CH2:7][CH2:6][CH2:5][CH2:4][CH2:3][CH2:2]1)[CH3:9]. The yield is 0.720. (7) The reactants are N[C@@](C1C=CC2C(=CC=C(O[C@H]3CC[C@H](C(C)(C)C)CC3)C=2C2C=CC(OC(F)(F)F)=CC=2)C=1)(C)CO.[C:38]([C@H:42]1[CH2:47][CH2:46][C@H:45]([O:48][C:49]2[C:50]([C:66]3[CH:67]=[N:68][CH:69]=[N:70][CH:71]=3)=[C:51]3[C:56](=[CH:57][CH:58]=2)[CH:55]=[C:54]([C@:59]2([CH3:65])[CH2:63][O:62]C(=O)[NH:60]2)[CH:53]=[CH:52]3)[CH2:44][CH2:43]1)([CH3:41])([CH3:40])[CH3:39]. No catalyst specified. The product is [NH2:60][C@@:59]([C:54]1[CH:53]=[CH:52][C:51]2[C:56](=[CH:57][CH:58]=[C:49]([O:48][C@H:45]3[CH2:44][CH2:43][C@H:42]([C:38]([CH3:41])([CH3:40])[CH3:39])[CH2:47][CH2:46]3)[C:50]=2[C:66]2[CH:67]=[N:68][CH:69]=[N:70][CH:71]=2)[CH:55]=1)([CH3:65])[CH2:63][OH:62]. The yield is 0.480.